This data is from Full USPTO retrosynthesis dataset with 1.9M reactions from patents (1976-2016). The task is: Predict the reactants needed to synthesize the given product. (1) Given the product [F:7][C:8]1[CH:25]=[CH:24][C:11]([CH2:12][C:13]2[C:22]3[C:17](=[CH:18][CH:19]=[CH:20][CH:21]=3)[C:16](=[O:23])[NH:15][N:14]=2)=[CH:10][C:9]=1[C:26]([N:28]1[CH2:29][CH2:30][CH:31]([O:34][C:37]2[CH:42]=[CH:41][N:40]=[CH:39][N:38]=2)[CH2:32][CH2:33]1)=[O:27], predict the reactants needed to synthesize it. The reactants are: CC(C)([O-])C.[Na+].[F:7][C:8]1[CH:25]=[CH:24][C:11]([CH2:12][C:13]2[C:22]3[C:17](=[CH:18][CH:19]=[CH:20][CH:21]=3)[C:16](=[O:23])[NH:15][N:14]=2)=[CH:10][C:9]=1[C:26]([N:28]1[CH2:33][CH2:32][CH:31]([OH:34])[CH2:30][CH2:29]1)=[O:27].Cl.Cl[C:37]1[CH:42]=[CH:41][N:40]=[CH:39][N:38]=1. (2) Given the product [OH:27][CH2:26][CH2:25][O:24][C:5]1[CH:6]=[C:7]2[C:11](=[C:3]([N:2]([CH3:1])[S:31]([C:34]3[CH:39]=[CH:38][CH:37]=[CH:36][N:35]=3)(=[O:32])=[O:33])[CH:4]=1)[NH:10][C:9]([C:12]1[S:13][CH:14]([CH2:17][N:18]3[CH2:23][CH2:22][S:21][CH2:20][CH2:19]3)[CH2:15][N:16]=1)=[CH:8]2, predict the reactants needed to synthesize it. The reactants are: [CH3:1][N:2]([S:31]([C:34]1[CH:39]=[CH:38][CH:37]=[CH:36][N:35]=1)(=[O:33])=[O:32])[C:3]1[CH:4]=[C:5]([O:24][CH2:25][C:26](OCC)=[O:27])[CH:6]=[C:7]2[C:11]=1[NH:10][C:9]([C:12]1[S:13][CH:14]([CH2:17][N:18]3[CH2:23][CH2:22][S:21][CH2:20][CH2:19]3)[CH2:15][N:16]=1)=[CH:8]2.[BH4-].[Li+].Cl.C(=O)([O-])O.[Na+].